From a dataset of Catalyst prediction with 721,799 reactions and 888 catalyst types from USPTO. Predict which catalyst facilitates the given reaction. (1) Reactant: [O:1]1[CH2:6][CH2:5][CH:4]([C:7]([N:9]2[CH2:15][C:14]3[CH:16]=[CH:17][C:18]([C:20](OC)=[O:21])=[CH:19][C:13]=3[O:12][CH2:11][C@@H:10]2[C:24]2[CH:29]=[CH:28][C:27]([C:30]([F:33])([F:32])[F:31])=[CH:26][CH:25]=2)=[O:8])[CH2:3][CH2:2]1.[NH2:34][OH:35].[OH-].[Na+]. Product: [OH:35][NH:34][C:20]([C:18]1[CH:17]=[CH:16][C:14]2[CH2:15][N:9]([C:7]([CH:4]3[CH2:3][CH2:2][O:1][CH2:6][CH2:5]3)=[O:8])[C@@H:10]([C:24]3[CH:29]=[CH:28][C:27]([C:30]([F:33])([F:31])[F:32])=[CH:26][CH:25]=3)[CH2:11][O:12][C:13]=2[CH:19]=1)=[O:21]. The catalyst class is: 36. (2) Reactant: [NH2:1][C@H:2]([C:6]([OH:8])=[O:7])[CH:3]([CH3:5])[CH3:4].[OH-].[Na+].[C:11](O[C:11]([O:13][C:14]([CH3:17])([CH3:16])[CH3:15])=[O:12])([O:13][C:14]([CH3:17])([CH3:16])[CH3:15])=[O:12].Cl. Product: [C:14]([O:13][C:11]([NH:1][C@H:2]([C:6]([OH:8])=[O:7])[CH:3]([CH3:5])[CH3:4])=[O:12])([CH3:17])([CH3:16])[CH3:15]. The catalyst class is: 12. (3) Reactant: [CH3:1][O:2][C:3](=[O:27])[C@H:4]([NH:8][S:9]([C:12]1[CH:17]=[CH:16][C:15]([O:18][CH2:19][C:20]2[CH:25]=[CH:24][C:23]([F:26])=[CH:22][CH:21]=2)=[CH:14][CH:13]=1)(=[O:11])=[O:10])[C@@H:5]([OH:7])[CH3:6].[CH2:28](I)[CH:29]=[CH2:30].C(=O)([O-])[O-].[Cs+].[Cs+].C(OCC)C. Product: [CH3:1][O:2][C:3](=[O:27])[C@H:4]([N:8]([CH2:30][CH:29]=[CH2:28])[S:9]([C:12]1[CH:17]=[CH:16][C:15]([O:18][CH2:19][C:20]2[CH:21]=[CH:22][C:23]([F:26])=[CH:24][CH:25]=2)=[CH:14][CH:13]=1)(=[O:11])=[O:10])[C@@H:5]([OH:7])[CH3:6]. The catalyst class is: 9. (4) Reactant: Br[CH2:2][CH2:3][CH2:4][O:5][C:6]1[C:11]([O:12][CH3:13])=[CH:10][C:9]([C:14]([N:16]2[CH2:21][CH2:20][N:19]([C:22]3[CH:27]=[CH:26][CH:25]=[CH:24][C:23]=3[O:28][CH3:29])[CH2:18][CH2:17]2)=[O:15])=[C:8]([N+:30]([O-:32])=[O:31])[CH:7]=1.[CH3:33][O:34][C:35]1[CH:40]=[CH:39][CH:38]=[CH:37][C:36]=1[N:41]1[CH2:46][CH2:45][NH:44][CH2:43][CH2:42]1.C([O-])([O-])=O.[K+].[K+]. Product: [CH3:13][O:12][C:11]1[C:6]([O:5][CH2:4][CH2:3][CH2:2][N:44]2[CH2:43][CH2:42][N:41]([C:36]3[CH:37]=[CH:38][CH:39]=[CH:40][C:35]=3[O:34][CH3:33])[CH2:46][CH2:45]2)=[CH:7][C:8]([N+:30]([O-:32])=[O:31])=[C:9]([C:14]([N:16]2[CH2:21][CH2:20][N:19]([C:22]3[CH:27]=[CH:26][CH:25]=[CH:24][C:23]=3[O:28][CH3:29])[CH2:18][CH2:17]2)=[O:15])[CH:10]=1. The catalyst class is: 21. (5) Reactant: [F:1][C:2]1[CH:3]=[C:4]([N+:12]([O-])=O)[CH:5]=[CH:6][C:7]=1[S:8]([CH3:11])(=[O:10])=[O:9].C(O)(=O)C. Product: [F:1][C:2]1[CH:3]=[C:4]([CH:5]=[CH:6][C:7]=1[S:8]([CH3:11])(=[O:10])=[O:9])[NH2:12]. The catalyst class is: 693. (6) Reactant: Cl.[NH2:2][C:3]1[CH:4]=[N:5][CH:6]=[C:7]([F:24])[C:8]=1[N:9]1[CH2:14][CH2:13][CH:12]([C:15]([N:17]2[CH2:22][CH2:21][N:20]([CH3:23])[CH2:19][CH2:18]2)=[O:16])[CH2:11][CH2:10]1.CCN(C(C)C)C(C)C.[C:34]([CH2:36][C:37](O)=[O:38])#[N:35].CCN=C=NCCCN(C)C. Product: [C:34]([CH2:36][C:37]([NH:2][C:3]1[CH:4]=[N:5][CH:6]=[C:7]([F:24])[C:8]=1[N:9]1[CH2:10][CH2:11][CH:12]([C:15]([N:17]2[CH2:18][CH2:19][N:20]([CH3:23])[CH2:21][CH2:22]2)=[O:16])[CH2:13][CH2:14]1)=[O:38])#[N:35]. The catalyst class is: 2. (7) Reactant: C(OC1C=CC2C(=CC=CC=2)N1C(OCC)=O)C.[C:19]([N:26]1[CH2:33][C:32](=[O:34])[CH2:31][C@@H:27]1[C:28]([OH:30])=O)([O:21][C:22]([CH3:25])([CH3:24])[CH3:23])=[O:20].[NH2:35][C:36]1[CH:41]=[CH:40][C:39]([N:42]2[CH:47]=[CH:46][CH:45]=[CH:44][C:43]2=[O:48])=[CH:38][CH:37]=1.COC(C)(C)C. Product: [O:34]=[C:32]1[CH2:33][N:26]([C:19]([O:21][C:22]([CH3:23])([CH3:24])[CH3:25])=[O:20])[C@@H:27]([C:28](=[O:30])[NH:35][C:36]2[CH:41]=[CH:40][C:39]([N:42]3[CH:47]=[CH:46][CH:45]=[CH:44][C:43]3=[O:48])=[CH:38][CH:37]=2)[CH2:31]1. The catalyst class is: 11.